This data is from Reaction yield outcomes from USPTO patents with 853,638 reactions. The task is: Predict the reaction yield, written as a fraction of the theoretical maximum amount of product (1.0 means a 100% yield; for example, 0.34 means a 34% yield). (1) The reactants are [C:1]([O:5][C:6]([N:8]1[CH2:13][CH2:12][CH:11]([C:14](=[O:16])[CH3:15])[CH2:10][CH2:9]1)=[O:7])([CH3:4])([CH3:3])[CH3:2].[BH4-].[Na+].[Cl-].[NH4+]. The product is [C:1]([O:5][C:6]([N:8]1[CH2:13][CH2:12][CH:11]([CH:14]([OH:16])[CH3:15])[CH2:10][CH2:9]1)=[O:7])([CH3:4])([CH3:3])[CH3:2]. The yield is 0.966. The catalyst is C(O)C. (2) The reactants are Cl[C:2]1[N:7]=[C:6]([CH3:8])[N:5]=[C:4]([N:9]2[CH2:14][CH2:13][CH:12]([C:15]([NH:17][CH2:18][C:19]3[CH:24]=[CH:23][CH:22]=[CH:21][C:20]=3[C:25]([F:28])([F:27])[F:26])=[O:16])[CH2:11][CH2:10]2)[CH:3]=1.[CH3:29][NH2:30].CCO. No catalyst specified. The yield is 0.380. The product is [CH3:8][C:6]1[N:5]=[C:4]([N:9]2[CH2:14][CH2:13][CH:12]([C:15]([NH:17][CH2:18][C:19]3[CH:24]=[CH:23][CH:22]=[CH:21][C:20]=3[C:25]([F:28])([F:27])[F:26])=[O:16])[CH2:11][CH2:10]2)[CH:3]=[C:2]([NH:30][CH3:29])[N:7]=1. (3) The reactants are [C:1]12[C:7](=[CH:8][CH:9]=[CH:10][CH:11]=1)[NH:6][C:5](=[O:12])[O:4][C:2]2=[O:3].[H-].[Na+].[F:15][C:16]1[CH:23]=[CH:22][C:19]([CH2:20]Br)=[CH:18][CH:17]=1.O. The catalyst is CN(C)C=O. The product is [F:15][C:16]1[CH:23]=[CH:22][C:19]([CH2:20][N:6]2[C:7]3[CH:8]=[CH:9][CH:10]=[CH:11][C:1]=3[C:2](=[O:3])[O:4][C:5]2=[O:12])=[CH:18][CH:17]=1. The yield is 0.900. (4) The reactants are ClC1C=CC=C(Cl)C=1C1N(CC2CCCNC2)C2N=C(NCC3C=C(O)C=CC=3)N=CC=2C=1.[Cl:34][C:35]1[CH:40]=[CH:39][CH:38]=[C:37]([Cl:41])[C:36]=1[C:42]1[N:59]([CH2:60][C@@H:61]2[CH2:66][CH2:65][CH2:64][N:63](C(OC(C)(C)C)=O)[CH2:62]2)[C:45]2[N:46]=[C:47]([NH:50][CH2:51][C:52]3[CH:57]=[CH:56][CH:55]=[C:54]([F:58])[CH:53]=3)[N:48]=[CH:49][C:44]=2[CH:43]=1. No catalyst specified. The product is [Cl:41][C:37]1[CH:38]=[CH:39][CH:40]=[C:35]([Cl:34])[C:36]=1[C:42]1[N:59]([CH2:60][C@@H:61]2[CH2:66][CH2:65][CH2:64][NH:63][CH2:62]2)[C:45]2[N:46]=[C:47]([NH:50][CH2:51][C:52]3[CH:57]=[CH:56][CH:55]=[C:54]([F:58])[CH:53]=3)[N:48]=[CH:49][C:44]=2[CH:43]=1. The yield is 0.360.